Dataset: Forward reaction prediction with 1.9M reactions from USPTO patents (1976-2016). Task: Predict the product of the given reaction. (1) Given the reactants [NH2:1][C:2]1[CH:9]=[CH:8][CH:7]=[C:6](/[CH:10]=[CH:11]/[CH2:12][O:13][CH3:14])[C:3]=1[C:4]#[N:5].[NH2:15][S:16](Cl)(=[O:18])=[O:17], predict the reaction product. The product is: [S:16]([NH:1][C:2]1[CH:9]=[CH:8][CH:7]=[C:6](/[CH:10]=[CH:11]/[CH2:12][O:13][CH3:14])[C:3]=1[C:4]#[N:5])(=[O:18])(=[O:17])[NH2:15]. (2) Given the reactants [C:1]([O:5][C:6](=[O:53])[CH2:7][O:8][CH2:9][CH2:10][O:11][CH2:12][CH2:13][O:14][CH2:15][CH2:16][O:17][CH2:18][CH2:19][O:20][CH2:21][CH2:22][O:23][C:24]1[CH:29]=[CH:28][C:27]([O:30][CH2:31][CH2:32][O:33][CH2:34][CH2:35][O:36][CH2:37][CH2:38][O:39][CH2:40][CH2:41][O:42][CH2:43][CH2:44][O:45]CC2C=CC=CC=2)=[CH:26][CH:25]=1)([CH3:4])([CH3:3])[CH3:2].[H][H].C(OCC)(=O)C, predict the reaction product. The product is: [C:1]([O:5][C:6](=[O:53])[CH2:7][O:8][CH2:9][CH2:10][O:11][CH2:12][CH2:13][O:14][CH2:15][CH2:16][O:17][CH2:18][CH2:19][O:20][CH2:21][CH2:22][O:23][C:24]1[CH:25]=[CH:26][C:27]([O:30][CH2:31][CH2:32][O:33][CH2:34][CH2:35][O:36][CH2:37][CH2:38][O:39][CH2:40][CH2:41][O:42][CH2:43][CH2:44][OH:45])=[CH:28][CH:29]=1)([CH3:4])([CH3:2])[CH3:3]. (3) Given the reactants [Br:1][C:2]1[CH:3]=[CH:4][C:5](I)=[C:6]2[C:10]=1[N:9]([CH3:11])[N:8]=[C:7]2[NH2:12].[CH3:14]B1OB(C)OB(C)O1.C([O-])([O-])=O.[K+].[K+], predict the reaction product. The product is: [Br:1][C:2]1[CH:3]=[CH:4][C:5]([CH3:14])=[C:6]2[C:10]=1[N:9]([CH3:11])[N:8]=[C:7]2[NH2:12]. (4) Given the reactants [F:1][C:2]([F:16])([F:15])[C:3]1[CH:4]=[C:5]([N:9]2[CH2:14][CH2:13][NH:12][CH2:11][CH2:10]2)[CH:6]=[CH:7][CH:8]=1.[CH3:17][C:18]1[CH:23]=[CH:22][C:21]([S:24](Cl)(=[O:26])=[O:25])=[CH:20][CH:19]=1.C(N(C(C)C)CC)(C)C, predict the reaction product. The product is: [CH3:17][C:18]1[CH:23]=[CH:22][C:21]([S:24]([N:12]2[CH2:13][CH2:14][N:9]([C:5]3[CH:6]=[CH:7][CH:8]=[C:3]([C:2]([F:1])([F:15])[F:16])[CH:4]=3)[CH2:10][CH2:11]2)(=[O:26])=[O:25])=[CH:20][CH:19]=1.